From a dataset of Reaction yield outcomes from USPTO patents with 853,638 reactions. Predict the reaction yield, written as a fraction of the theoretical maximum amount of product (1.0 means a 100% yield; for example, 0.34 means a 34% yield). (1) No catalyst specified. The yield is 0.980. The product is [Cl:1][C:2]1[CH:3]=[C:4]([CH3:9])[C:5]([O:8][CH2:16][C:17]([F:20])([F:19])[CH3:18])=[CH:6][N:7]=1. The reactants are [Cl:1][C:2]1[N:7]=[CH:6][C:5]([OH:8])=[C:4]([CH3:9])[CH:3]=1.FC(F)(F)S(O[CH2:16][C:17]([F:20])([F:19])[CH3:18])(=O)=O. (2) The reactants are [O:1]1[CH2:6][CH2:5][N:4]([C:7]2[N:12]=[CH:11][C:10]([C:13]3[CH:18]=[CH:17][C:16]([N:19]4[CH:23]([C:24]5[CH:30]=[CH:29][C:27]([NH2:28])=[CH:26][CH:25]=5)[CH2:22][CH2:21][CH:20]4[C:31]4[CH:37]=[CH:36][C:34]([NH2:35])=[CH:33][CH:32]=4)=[CH:15][CH:14]=3)=[CH:9][CH:8]=2)[CH2:3][CH2:2]1.[CH3:38][O:39][C:40]([NH:42][C@@H:43]([CH:47]([CH3:49])[CH3:48])[C:44](O)=[O:45])=[O:41].CN(C(ON1N=NC2C=CC=NC1=2)=[N+](C)C)C.F[P-](F)(F)(F)(F)F.C(N(C(C)C)CC)(C)C. The catalyst is CS(C)=O.CO. The product is [NH2:28][C:27]1[CH:29]=[CH:30][C:24]([CH:23]2[N:19]([C:16]3[CH:15]=[CH:14][C:13]([C:10]4[CH:11]=[N:12][C:7]([N:4]5[CH2:5][CH2:6][O:1][CH2:2][CH2:3]5)=[CH:8][CH:9]=4)=[CH:18][CH:17]=3)[CH:20]([C:31]3[CH:32]=[CH:33][C:34]([NH:35][C:44](=[O:45])[C@@H:43]([NH:42][C:40](=[O:41])[O:39][CH3:38])[CH:47]([CH3:49])[CH3:48])=[CH:36][CH:37]=3)[CH2:21][CH2:22]2)=[CH:25][CH:26]=1. The yield is 0.520. (3) The reactants are CO[C:3](=[O:25])[C@@H:4]([N:9]1[CH2:13][C:12]([O:14][C:15]2[C:20]3[N:21]=C[O:23][C:19]=3[CH:18]=[CH:17][CH:16]=2)=[CH:11][C:10]1=[O:24])[CH2:5][CH:6]([CH3:8])[CH3:7].O.[OH-].[Li+].Cl.[OH:30][C@@H:31]([CH2:61]O)[CH2:32][N:33]1[CH:37]=[CH:36][C:35]([NH:38]C(=O)[C@@H](N2CC(OC3C=CC=C(Cl)C=3Cl)=CC2=O)CC(C)C)=[N:34]1.[CH:63](N(CC)C(C)C)(C)C.F[P-](F)(F)(F)(F)F.N1(O[P+](N(C)C)(N(C)C)N(C)C)C2C=CC=CC=2N=N1. The catalyst is O1CCCC1.O.CN(C)C=O. The product is [OH:30][C:31]([CH3:61])([CH3:63])[CH2:32][N:33]1[CH:37]=[CH:36][C:35]([NH:38][C:3](=[O:25])[C@@H:4]([N:9]2[CH2:13][C:12]([O:14][C:15]3[CH:16]=[CH:17][CH:18]=[C:19]([OH:23])[C:20]=3[NH2:21])=[CH:11][C:10]2=[O:24])[CH2:5][CH:6]([CH3:7])[CH3:8])=[N:34]1. The yield is 0.160. (4) The reactants are [CH3:1][C:2]1[C:10]2[N:9]=[C:8]([C:11]3[CH:16]=[CH:15][CH:14]=[CH:13][C:12]=3[N+]([O-])=O)[N:7]([CH2:20][CH:21]([OH:23])[CH3:22])[C:6]=2[CH:5]=[CH:4][CH:3]=1.[H-].[Na+]. The catalyst is CN(C=O)C. The product is [CH3:22][CH:21]1[CH2:20][N:7]2[C:8](=[N:9][C:10]3[C:2]([CH3:1])=[CH:3][CH:4]=[CH:5][C:6]=32)[C:11]2[CH:16]=[CH:15][CH:14]=[CH:13][C:12]=2[O:23]1. The yield is 0.780. (5) No catalyst specified. The yield is 0.750. The reactants are [Br:1][C:2]1[CH:15]=[C:14]2[C:5]([CH2:6][C:7]3([C:13]42[NH:19][C:18](=S)[C:17]([CH3:21])=[N:16]4)[CH2:12][CH2:11][O:10][CH2:9][CH2:8]3)=[CH:4][CH:3]=1.[NH3:22]. The product is [Br:1][C:2]1[CH:15]=[C:14]2[C:5]([CH2:6][C:7]3([C:13]42[N:19]=[C:18]([NH2:22])[C:17]([CH3:21])=[N:16]4)[CH2:12][CH2:11][O:10][CH2:9][CH2:8]3)=[CH:4][CH:3]=1. (6) The reactants are Br[C:2]1[CH:23]=[CH:22][C:5]([C:6]([NH:8][S:9]([C:12]2[CH:17]=[CH:16][CH:15]=[CH:14][C:13]=2[S:18](=[O:21])(=[O:20])[NH2:19])(=[O:11])=[O:10])=[O:7])=[CH:4][C:3]=1[O:24][CH:25]([CH3:27])[CH3:26].[O:28]1[C:32]2[CH:33]=[CH:34][CH:35]=[CH:36][C:31]=2[CH:30]=[C:29]1B(O)O.C(=O)([O-])[O-].[Na+].[Na+]. The catalyst is CN(C)C=O.C1C=CC(P(C2C=CC=CC=2)[C-]2C=CC=C2)=CC=1.C1C=CC(P(C2C=CC=CC=2)[C-]2C=CC=C2)=CC=1.Cl[Pd]Cl.[Fe+2]. The product is [O:28]1[C:32]2[CH:33]=[CH:34][CH:35]=[CH:36][C:31]=2[CH:30]=[C:29]1[C:2]1[CH:23]=[CH:22][C:5]([C:6]([NH:8][S:9]([C:12]2[CH:17]=[CH:16][CH:15]=[CH:14][C:13]=2[S:18](=[O:20])(=[O:21])[NH2:19])(=[O:10])=[O:11])=[O:7])=[CH:4][C:3]=1[O:24][CH:25]([CH3:27])[CH3:26]. The yield is 0.520. (7) The reactants are [F:1][C:2]1[CH:3]=[CH:4][CH:5]=[C:6]2[C:10]=1[NH:9]C(=O)[C:7]2=[O:12].[OH:13]O.Cl. The catalyst is [OH-].[Na+]. The product is [NH2:9][C:10]1[C:2]([F:1])=[CH:3][CH:4]=[CH:5][C:6]=1[C:7]([OH:12])=[O:13]. The yield is 0.590. (8) The reactants are [CH2:1]([OH:10])[C@@H:2]([OH:9])[CH:3]([OH:8])[C@H:4]([OH:7])[CH2:5][OH:6].[CH:11](=O)[C:12]1[CH:17]=[CH:16][CH:15]=[CH:14][CH:13]=1.N. The catalyst is C1(C)C=CC=CC=1. The product is [CH2:1]1[O:10][CH:11]([C:12]2[CH:17]=[CH:16][CH:15]=[CH:14][CH:13]=2)[O:8][C@H:3]([C@H:4]([OH:7])[CH2:5][OH:6])[C@@H:2]1[OH:9]. The yield is 0.624. (9) The reactants are Br[C:2]1[CH:7]=[C:6]([C:8]([F:11])([F:10])[F:9])[CH:5]=[C:4]([F:12])[CH:3]=1.[Li]CCCC.[Cl:18][C:19]1[CH:20]=[CH:21][C:22]([C:25]#N)=[N:23][CH:24]=1.CC[O:29]CC. The catalyst is CCCCCC. The product is [Cl:18][C:19]1[CH:20]=[CH:21][C:22]([C:25]([C:2]2[CH:7]=[C:6]([C:8]([F:11])([F:10])[F:9])[CH:5]=[C:4]([F:12])[CH:3]=2)=[O:29])=[N:23][CH:24]=1. The yield is 0.750. (10) The reactants are [Cl:1][C:2]1[N:3]=[C:4]([N:12]2[CH2:17][CH2:16][O:15][CH2:14][CH2:13]2)[C:5]2[S:10][C:9](I)=[CH:8][C:6]=2[N:7]=1.[CH2:18]([O:20][C:21]([C:23]1[CH:24]=[N:25][CH:26]=[C:27](B2OC(C)(C)C(C)(C)O2)[CH:28]=1)=[O:22])[CH3:19]. The catalyst is C([O-])([O-])=O.[Na+].[Na+].C(#N)C.Cl[Pd](Cl)([P](C1C=CC=CC=1)(C1C=CC=CC=1)C1C=CC=CC=1)[P](C1C=CC=CC=1)(C1C=CC=CC=1)C1C=CC=CC=1. The product is [Cl:1][C:2]1[N:3]=[C:4]([N:12]2[CH2:17][CH2:16][O:15][CH2:14][CH2:13]2)[C:5]2[S:10][C:9]([C:27]3[CH:28]=[C:23]([C:21]([O:20][CH2:18][CH3:19])=[O:22])[CH:24]=[N:25][CH:26]=3)=[CH:8][C:6]=2[N:7]=1. The yield is 0.750.